Dataset: Reaction yield outcomes from USPTO patents with 853,638 reactions. Task: Predict the reaction yield, written as a fraction of the theoretical maximum amount of product (1.0 means a 100% yield; for example, 0.34 means a 34% yield). (1) The reactants are [C:1]1([C:7](=O)[C:8](=O)[CH3:9])[CH:6]=[CH:5][CH:4]=[CH:3][CH:2]=1.[C:12]1([NH2:19])[CH:17]=[CH:16][CH:15]=[CH:14][C:13]=1[NH2:18]. The catalyst is C(Cl)(Cl)Cl. The product is [CH3:9][C:8]1[C:7]([C:1]2[CH:6]=[CH:5][CH:4]=[CH:3][CH:2]=2)=[N:19][C:12]2[C:13](=[CH:14][CH:15]=[CH:16][CH:17]=2)[N:18]=1. The yield is 0.980. (2) The reactants are [N:1]([C:4](N=[N+]=[N-])=[O:5])=[N+]=[N-].[C:9]([O:13][C:14](OC([O-])=O)=[O:15])([CH3:12])([CH3:11])[CH3:10]. The catalyst is CO.[OH-].[OH-].[Pd+2]. The product is [C:14]([C:4]([NH2:1])=[O:5])([O:13][C:9]([CH3:12])([CH3:11])[CH3:10])=[O:15]. The yield is 0.550. (3) The reactants are [NH2:1][C:2]1[CH:7]=[CH:6][C:5]([CH2:8][CH:9]([P:16](=[O:21])([O:19][CH3:20])[O:17][CH3:18])[P:10]([O:14][CH3:15])([O:12][CH3:13])=[O:11])=[CH:4][CH:3]=1.N1C=CC=CC=1.[Br:28][CH2:29][C:30](Br)=[O:31]. The catalyst is C(Cl)Cl. The product is [Br:28][CH2:29][C:30]([NH:1][C:2]1[CH:3]=[CH:4][C:5]([CH2:8][CH:9]([P:16](=[O:21])([O:19][CH3:20])[O:17][CH3:18])[P:10]([O:12][CH3:13])([O:14][CH3:15])=[O:11])=[CH:6][CH:7]=1)=[O:31]. The yield is 0.670. (4) The reactants are O=C1CCC(=O)N1O[C:9]([NH:11][C:12]1[CH:28]=[CH:27][C:15]([O:16][CH2:17][CH2:18][NH:19]C(=O)OC(C)(C)C)=[C:14]([C:29]2[N:33]([CH3:34])[N:32]=[CH:31][CH:30]=2)[CH:13]=1)=[O:10].CN(C)C=O.[Cl:40][C:41]1[CH:49]=[CH:48][CH:47]=[C:46]2[C:42]=1[CH2:43][CH2:44][NH:45]2.Cl.CCOCC. The catalyst is Cl. The product is [NH2:19][CH2:18][CH2:17][O:16][C:15]1[CH:27]=[CH:28][C:12]([NH:11][C:9]([N:45]2[C:46]3[C:42](=[C:41]([Cl:40])[CH:49]=[CH:48][CH:47]=3)[CH2:43][CH2:44]2)=[O:10])=[CH:13][C:14]=1[C:29]1[N:33]([CH3:34])[N:32]=[CH:31][CH:30]=1. The yield is 0.435. (5) The catalyst is C(OCC)(=O)C. The product is [CH2:18]([N:20]([CH2:21][CH3:22])[CH2:2][CH2:3][O:4][C:5]1[C:10]2[CH:11]=[CH:12][O:13][C:9]=2[C:8]([CH2:14][C:15]([NH2:17])=[O:16])=[CH:7][CH:6]=1)[CH3:19]. The reactants are Br[CH2:2][CH2:3][O:4][C:5]1[C:10]2[CH:11]=[CH:12][O:13][C:9]=2[C:8]([CH2:14][C:15]([NH2:17])=[O:16])=[CH:7][CH:6]=1.[CH2:18]([NH:20][CH2:21][CH3:22])[CH3:19]. The yield is 0.990. (6) The reactants are [NH2:1][C:2]1[CH:7]=[CH:6][N:5]=[CH:4][CH:3]=1.CS[C:10]1[S:11]/[C:12](=[CH:16]\[C:17]2[CH:18]=[C:19]3[C:24](=[CH:25][CH:26]=2)[N:23]=[CH:22][CH:21]=[CH:20]3)/[C:13](=[O:15])[N:14]=1. The catalyst is O1CCOCC1.C(O)C. The yield is 0.200. The product is [N:5]1[CH:6]=[CH:7][C:2]([NH:1][C:10]2[S:11]/[C:12](=[CH:16]\[C:17]3[CH:18]=[C:19]4[C:24](=[CH:25][CH:26]=3)[N:23]=[CH:22][CH:21]=[CH:20]4)/[C:13](=[O:15])[N:14]=2)=[CH:3][CH:4]=1.